Dataset: Catalyst prediction with 721,799 reactions and 888 catalyst types from USPTO. Task: Predict which catalyst facilitates the given reaction. (1) Reactant: [CH3:1][O:2][CH2:3][C:4](Cl)=[O:5].[Br:7][C:8]1[C:13]([NH2:14])=[CH:12][C:11]([F:15])=[CH:10][N:9]=1.C(N(CC)CC)C. Product: [Br:7][C:8]1[C:13]([NH:14][C:4](=[O:5])[CH2:3][O:2][CH3:1])=[CH:12][C:11]([F:15])=[CH:10][N:9]=1. The catalyst class is: 4. (2) Reactant: N([O-])=O.[Na+].N[C:6]1[C:15]2[C:10](=[CH:11][CH:12]=[CH:13][CH:14]=2)[C:9]([C:16]#[N:17])=[CH:8][CH:7]=1.Cl.[I:19]I. Product: [I:19][C:6]1[C:15]2[C:10](=[CH:11][CH:12]=[CH:13][CH:14]=2)[C:9]([C:16]#[N:17])=[CH:8][CH:7]=1. The catalyst class is: 211. (3) Reactant: [CH:1]1[C:9]2[C:8]3[CH:10]=[CH:11][CH:12]=[CH:13][C:7]=3[O:6][C:5]=2[C:4]([NH:14]C(=O)C)=[CH:3][CH:2]=1.Cl.C(=O)([O-])[O-].[Na+].[Na+]. Product: [CH:1]1[C:9]2[C:8]3[CH:10]=[CH:11][CH:12]=[CH:13][C:7]=3[O:6][C:5]=2[C:4]([NH2:14])=[CH:3][CH:2]=1. The catalyst class is: 5. (4) Reactant: [CH2:1]([N:8]([CH3:29])[C:9]1[CH:14]=[CH:13][C:12]([C:15]([CH3:25])([CH2:23][OH:24])[C:16]([N:18]2[CH2:22][CH2:21][CH2:20][CH2:19]2)=[O:17])=[CH:11][C:10]=1[N+:26]([O-:28])=[O:27])[C:2]1[CH:7]=[CH:6][CH:5]=[CH:4][CH:3]=1.C(N(CC)CC)C.[CH3:37][S:38](Cl)(=[O:40])=[O:39]. Product: [CH2:1]([N:8]([CH3:29])[C:9]1[CH:14]=[CH:13][C:12]([C:15]([CH3:25])([CH2:23][O:24][S:38]([CH3:37])(=[O:40])=[O:39])[C:16]([N:18]2[CH2:19][CH2:20][CH2:21][CH2:22]2)=[O:17])=[CH:11][C:10]=1[N+:26]([O-:28])=[O:27])[C:2]1[CH:7]=[CH:6][CH:5]=[CH:4][CH:3]=1. The catalyst class is: 7. (5) Reactant: S([O-])([O-])(=O)=O.[Mg+2].C(O[C:13]1([CH3:23])[CH:20]2[CH2:21][CH:16]3[CH2:17][CH:18]([CH2:22][CH:14]1[CH2:15]3)[CH2:19]2)(=O)C(C)=C.C12(O)CC3CC(CC(C3)C1)C2. Product: [CH2:23]=[C:13]1[CH:14]2[CH2:22][CH:18]3[CH2:17][CH:16]([CH2:21][CH:20]1[CH2:19]3)[CH2:15]2. The catalyst class is: 81.